This data is from Retrosynthesis with 50K atom-mapped reactions and 10 reaction types from USPTO. The task is: Predict the reactants needed to synthesize the given product. (1) Given the product CCOC(=O)N1CC=C(c2cc(C)cn3nc(Nc4ccc(-n5cnc(C)c5)c(OC)c4)nc23)CC1, predict the reactants needed to synthesize it. The reactants are: CCOC(=O)Cl.COc1cc(Nc2nc3c(C4=CCNCC4)cc(C)cn3n2)ccc1-n1cnc(C)c1. (2) The reactants are: COC(=O)c1ccc(Oc2ccc(I)cn2)cc1. Given the product O=C(O)c1ccc(Oc2ccc(I)cn2)cc1, predict the reactants needed to synthesize it. (3) Given the product CC(C)(C)OC(=O)N1CCC(N2CCN(C(=O)OCc3ccccc3)CC2)CC1, predict the reactants needed to synthesize it. The reactants are: CC(C)(C)OC(=O)N1CCC(=O)CC1.O=C(OCc1ccccc1)N1CCNCC1. (4) Given the product C#CCNc1ccc([N+](=O)[O-])cc1, predict the reactants needed to synthesize it. The reactants are: C#CCN.O=[N+]([O-])c1ccc(F)cc1. (5) Given the product CC(C)(C)OC(=O)Nc1cc(C(F)(F)F)ccc1-c1cc(Nc2cccc3c2CC(O)C3)ncn1, predict the reactants needed to synthesize it. The reactants are: CC(C)(C)OC(=O)Nc1cc(C(F)(F)F)ccc1-c1cc(Cl)ncn1.Nc1cccc2c1CC(O)C2.